This data is from Forward reaction prediction with 1.9M reactions from USPTO patents (1976-2016). The task is: Predict the product of the given reaction. Given the reactants [C:1]([O:5][C:6]([N:8]1[CH2:13][CH2:12][C:11]([C:21]2[CH:26]=[CH:25][C:24]([Br:27])=[CH:23][CH:22]=2)([C:14]2[CH:19]=[CH:18][C:17]([OH:20])=[CH:16][CH:15]=2)[CH2:10][CH2:9]1)=[O:7])([CH3:4])([CH3:3])[CH3:2].Br[CH2:29][CH2:30][O:31][CH3:32].C(=O)([O-])[O-].[K+].[K+].[OH-].[Na+], predict the reaction product. The product is: [C:1]([O:5][C:6]([N:8]1[CH2:9][CH2:10][C:11]([C:21]2[CH:26]=[CH:25][C:24]([Br:27])=[CH:23][CH:22]=2)([C:14]2[CH:19]=[CH:18][C:17]([O:20][CH2:29][CH2:30][O:31][CH3:32])=[CH:16][CH:15]=2)[CH2:12][CH2:13]1)=[O:7])([CH3:4])([CH3:2])[CH3:3].